From a dataset of NCI-60 drug combinations with 297,098 pairs across 59 cell lines. Regression. Given two drug SMILES strings and cell line genomic features, predict the synergy score measuring deviation from expected non-interaction effect. (1) Drug 1: C1CN1P(=S)(N2CC2)N3CC3. Drug 2: CC12CCC3C(C1CCC2OP(=O)(O)O)CCC4=C3C=CC(=C4)OC(=O)N(CCCl)CCCl.[Na+]. Cell line: HCT-15. Synergy scores: CSS=49.1, Synergy_ZIP=-3.01, Synergy_Bliss=2.19, Synergy_Loewe=-11.9, Synergy_HSA=-3.71. (2) Drug 1: CC1C(C(CC(O1)OC2CC(CC3=C2C(=C4C(=C3O)C(=O)C5=C(C4=O)C(=CC=C5)OC)O)(C(=O)C)O)N)O.Cl. Drug 2: CC1=C2C(C(=O)C3(C(CC4C(C3C(C(C2(C)C)(CC1OC(=O)C(C(C5=CC=CC=C5)NC(=O)OC(C)(C)C)O)O)OC(=O)C6=CC=CC=C6)(CO4)OC(=O)C)O)C)O. Cell line: OVCAR-5. Synergy scores: CSS=27.1, Synergy_ZIP=-4.41, Synergy_Bliss=-2.70, Synergy_Loewe=-21.1, Synergy_HSA=-2.43. (3) Drug 1: C1=CC(=CC=C1CCCC(=O)O)N(CCCl)CCCl. Drug 2: CCCS(=O)(=O)NC1=C(C(=C(C=C1)F)C(=O)C2=CNC3=C2C=C(C=N3)C4=CC=C(C=C4)Cl)F. Cell line: MCF7. Synergy scores: CSS=26.6, Synergy_ZIP=3.24, Synergy_Bliss=2.49, Synergy_Loewe=-0.179, Synergy_HSA=1.42.